From a dataset of Full USPTO retrosynthesis dataset with 1.9M reactions from patents (1976-2016). Predict the reactants needed to synthesize the given product. (1) Given the product [C:25]([O:24][C:22]([N:8]([C:6]([O:5][C:1]([CH3:3])([CH3:2])[CH3:4])=[O:7])[C:9]1[C:10]([C:18]([O:20][CH3:21])=[O:19])=[N:11][C:12]([CH:15]([CH3:17])[CH3:16])=[CH:13][N:14]=1)=[O:23])([CH3:26])([CH3:27])[CH3:28], predict the reactants needed to synthesize it. The reactants are: [C:1]([O:5][C:6]([N:8]([C:22]([O:24][C:25]([CH3:28])([CH3:27])[CH3:26])=[O:23])[C:9]1[C:10]([C:18]([O:20][CH3:21])=[O:19])=[N:11][C:12]([C:15]([CH3:17])=[CH2:16])=[CH:13][N:14]=1)=[O:7])([CH3:4])([CH3:3])[CH3:2]. (2) Given the product [CH3:13][O:14][C:15](=[O:25])[C:16]1[C:17]([CH2:4][N+:1]([O-:3])=[O:2])=[CH:18][C:19]([Br:23])=[CH:20][C:21]=1[F:22], predict the reactants needed to synthesize it. The reactants are: [N+:1]([CH3:4])([O-:3])=[O:2].[H-].[Na+].[O-]S([O-])(=O)=O.[Mg+2].[CH3:13][O:14][C:15](=[O:25])[C:16]1[C:21]([F:22])=[CH:20][C:19]([Br:23])=[CH:18][C:17]=1F. (3) Given the product [NH2:2][CH2:1][CH:3]([CH2:9][C:10]1[CH:11]=[CH:12][CH:13]=[CH:14][CH:15]=1)[C:4]([O:6][CH2:7][CH3:8])=[O:5], predict the reactants needed to synthesize it. The reactants are: [C:1](/[C:3](=[CH:9]\[C:10]1[CH:15]=[CH:14][CH:13]=[CH:12][CH:11]=1)/[C:4]([O:6][CH2:7][CH3:8])=[O:5])#[N:2]. (4) Given the product [CH2:36]([N:37]([CH2:40][CH3:41])[CH2:38][CH2:39][O:1][C:2]1[C:7]([OH:8])=[CH:6][CH:5]=[CH:4][C:3]=1[CH:9]=[CH:10][C:11]1[N:20]([C:21]2[CH:22]=[CH:23][CH:24]=[CH:25][CH:26]=2)[C:19](=[O:27])[C:18]2[C:13](=[CH:14][CH:15]=[CH:16][CH:17]=2)[N:12]=1)[CH3:35], predict the reactants needed to synthesize it. The reactants are: [OH:1][C:2]1[C:7]([OH:8])=[CH:6][CH:5]=[CH:4][C:3]=1[CH:9]=[CH:10][C:11]1[N:20]([C:21]2[CH:26]=[CH:25][CH:24]=[CH:23][CH:22]=2)[C:19](=[O:27])[C:18]2[C:13](=[CH:14][CH:15]=[CH:16][CH:17]=2)[N:12]=1.C([O-])([O-])=O.[K+].[K+].Cl[CH2:35][CH2:36][N:37]([CH2:40][CH3:41])[CH2:38][CH3:39].O. (5) Given the product [CH3:1][O:2][C:3]([C:5]1[CH:6]=[C:7]2[C:12](=[CH:13][CH:14]=1)[N:11]=[C:10]([C:15]1[CH:20]=[C:19]([C:21]([N:23]3[CH2:27][CH2:26][CH2:25][CH2:24]3)=[O:22])[CH:18]=[CH:17][C:16]=1[O:28][S:35]([C:38]([F:41])([F:40])[F:39])(=[O:37])=[O:36])[CH:9]=[CH:8]2)=[O:4], predict the reactants needed to synthesize it. The reactants are: [CH3:1][O:2][C:3]([C:5]1[CH:6]=[C:7]2[C:12](=[CH:13][CH:14]=1)[N:11]=[C:10]([C:15]1[CH:20]=[C:19]([C:21]([N:23]3[CH2:27][CH2:26][CH2:25][CH2:24]3)=[O:22])[CH:18]=[CH:17][C:16]=1[OH:28])[CH:9]=[CH:8]2)=[O:4].N1C=CC=CC=1.[S:35](O[S:35]([C:38]([F:41])([F:40])[F:39])(=[O:37])=[O:36])([C:38]([F:41])([F:40])[F:39])(=[O:37])=[O:36]. (6) Given the product [ClH:36].[F:27][C:21]1[CH:22]=[CH:23][C:24]([F:26])=[CH:25][C:20]=1[C:11]1[S:10][C@@:9]([CH2:8][CH2:7][CH2:6][NH:5][C:4]([NH:34][CH3:35])=[N:3][C:1]([NH2:2])=[O:37])([C:28]2[CH:33]=[CH:32][CH:31]=[CH:30][CH:29]=2)[N:13]([C:14](=[O:19])[C@@H:15]([O:17][CH3:18])[CH3:16])[N:12]=1, predict the reactants needed to synthesize it. The reactants are: [C:1]([N:3]=[C:4]([NH:34][CH3:35])[NH:5][CH2:6][CH2:7][CH2:8][C@:9]1([C:28]2[CH:33]=[CH:32][CH:31]=[CH:30][CH:29]=2)[N:13]([C:14](=[O:19])[C@@H:15]([O:17][CH3:18])[CH3:16])[N:12]=[C:11]([C:20]2[CH:25]=[C:24]([F:26])[CH:23]=[CH:22][C:21]=2[F:27])[S:10]1)#[N:2].[ClH:36].[OH2:37]. (7) Given the product [C:1]([C:4]1[S:8][C:7]([C:9]2[N:10]=[C:11]([O:18][C:19]3[CH:20]=[CH:21][C:22]([CH2:25][C:26]([OH:28])=[O:27])=[CH:23][CH:24]=3)[C:12]3[CH2:17][CH2:16][CH2:15][C:13]=3[N:14]=2)=[CH:6][CH:5]=1)#[N:2], predict the reactants needed to synthesize it. The reactants are: [C:1]([C:4]1[S:8][C:7]([C:9]2[N:10]=[C:11]([O:18][C:19]3[CH:24]=[CH:23][C:22]([CH2:25][C:26]([OH:28])=[O:27])=[CH:21][CH:20]=3)[C:12]3[CH2:17][CH2:16][CH2:15][C:13]=3[N:14]=2)=[CH:6][CH:5]=1)(=O)[NH2:2].S(Cl)(Cl)=O.[Cl-].[Na+].C1COCC1.